This data is from Forward reaction prediction with 1.9M reactions from USPTO patents (1976-2016). The task is: Predict the product of the given reaction. (1) The product is: [S:1]1[CH:5]=[CH:4][N:3]=[C:2]1[C:13]1([NH:12][S:10]([C:7]([CH3:9])([CH3:8])[CH3:6])=[O:11])[CH2:16][O:15][CH2:14]1. Given the reactants [S:1]1[CH:5]=[CH:4][N:3]=[CH:2]1.[CH3:6][C:7]([S:10]([N:12]=[C:13]1[CH2:16][O:15][CH2:14]1)=[O:11])([CH3:9])[CH3:8], predict the reaction product. (2) Given the reactants [Cl:1][C:2]1[CH:11]=[C:10]2[C:5]([C:6](=[O:18])[C:7]([C:15]([OH:17])=[O:16])=[CH:8][N:9]2[CH:12]2[CH2:14][CH2:13]2)=[CH:4][C:3]=1F.[CH2:20]([NH2:23])[CH2:21][NH2:22].O, predict the reaction product. The product is: [NH2:22][CH2:21][CH2:20][NH:23][C:3]1[CH:4]=[C:5]2[C:10](=[CH:11][C:2]=1[Cl:1])[N:9]([CH:12]1[CH2:14][CH2:13]1)[CH:8]=[C:7]([C:15]([OH:17])=[O:16])[C:6]2=[O:18].